This data is from Forward reaction prediction with 1.9M reactions from USPTO patents (1976-2016). The task is: Predict the product of the given reaction. (1) Given the reactants [N+:1]([C:4]1[CH:12]=[CH:11][C:7]([C:8]([OH:10])=O)=[CH:6][CH:5]=1)([O-:3])=[O:2].O.ON1C2C=CC=CC=2N=N1.CN1CCOCC1.[CH3:31][CH:32]([CH3:36])[CH2:33][CH2:34][NH2:35].Cl.CN(C)CCCN=C=NCC, predict the reaction product. The product is: [CH2:34]([NH:35][C:8](=[O:10])[C:7]1[CH:6]=[CH:5][C:4]([N+:1]([O-:3])=[O:2])=[CH:12][CH:11]=1)[CH2:33][CH:32]([CH3:36])[CH3:31]. (2) Given the reactants [C:1]([O:5][C:6](=[O:37])[CH2:7][O:8][C:9]1[C:14]2[CH2:15][CH2:16][CH2:17][CH2:18][CH:19]([NH:20][S:21]([C:24]3[CH:29]=[C:28]([C:30]([F:33])([F:32])[F:31])[CH:27]=[C:26]([C:34]([CH3:36])=[CH2:35])[CH:25]=3)(=[O:23])=[O:22])[C:13]=2[CH:12]=[CH:11][CH:10]=1)([CH3:4])([CH3:3])[CH3:2], predict the reaction product. The product is: [C:1]([O:5][C:6](=[O:37])[CH2:7][O:8][C:9]1[C:14]2[CH2:15][CH2:16][CH2:17][CH2:18][CH:19]([NH:20][S:21]([C:24]3[CH:29]=[C:28]([C:30]([F:31])([F:32])[F:33])[CH:27]=[C:26]([CH:34]([CH3:35])[CH3:36])[CH:25]=3)(=[O:23])=[O:22])[C:13]=2[CH:12]=[CH:11][CH:10]=1)([CH3:4])([CH3:3])[CH3:2]. (3) Given the reactants [C:1]([NH:4][C:5]1[CH:6]=[C:7]([OH:11])[CH:8]=[CH:9][CH:10]=1)(=[O:3])[CH3:2].[H-].[Na+].Cl[C:15]1[CH:20]=[C:19]([NH:21][C:22]2[CH:27]=[CH:26][C:25]([O:28][Si](C(C)(C)C)(C)C)=[CH:24][CH:23]=2)[C:18]([N+:36]([O-:38])=[O:37])=[CH:17][N:16]=1.O, predict the reaction product. The product is: [OH:28][C:25]1[CH:26]=[CH:27][C:22]([NH:21][C:19]2[C:18]([N+:36]([O-:38])=[O:37])=[CH:17][N:16]=[C:15]([O:11][C:7]3[CH:6]=[C:5]([NH:4][C:1](=[O:3])[CH3:2])[CH:10]=[CH:9][CH:8]=3)[CH:20]=2)=[CH:23][CH:24]=1.